This data is from Full USPTO retrosynthesis dataset with 1.9M reactions from patents (1976-2016). The task is: Predict the reactants needed to synthesize the given product. Given the product [NH2:1][C:2]([C:4]1[CH:5]=[CH:6][C:7]([C:10]2[CH:15]=[CH:14][N:13]=[C:12]3[NH:16][C:17]([C:19]4[CH:20]=[C:21]([CH:26]=[CH:27][CH:28]=4)[C:22]([OH:24])=[O:23])=[N:18][C:11]=23)=[CH:8][CH:9]=1)=[O:3], predict the reactants needed to synthesize it. The reactants are: [NH2:1][C:2]([C:4]1[CH:9]=[CH:8][C:7]([C:10]2[CH:15]=[CH:14][N:13]=[C:12]3[NH:16][C:17]([C:19]4[CH:20]=[C:21]([CH:26]=[CH:27][CH:28]=4)[C:22]([O:24]C)=[O:23])=[N:18][C:11]=23)=[CH:6][CH:5]=1)=[O:3].[OH-].[Li+].Cl.